From a dataset of Full USPTO retrosynthesis dataset with 1.9M reactions from patents (1976-2016). Predict the reactants needed to synthesize the given product. (1) Given the product [I:1][C:2]1[CH:7]=[N:6][C:5]2[NH:8][CH2:9][C:10](=[O:11])[NH:14][C:4]=2[CH:3]=1, predict the reactants needed to synthesize it. The reactants are: [I:1][C:2]1[CH:3]=[C:4]([N+:14]([O-])=O)[C:5]([NH:8][CH2:9][C:10](OC)=[O:11])=[N:6][CH:7]=1. (2) Given the product [CH:24]1([C:2]2[CH:3]=[CH:4][C:5]3[CH2:12][CH2:11][O:10][CH2:9][CH2:8][N:7]([C:13]4[CH:18]=[C:17]([CH3:19])[C:16]5[O:20][CH2:21][O:22][C:15]=5[CH:14]=4)[C:6]=3[CH:23]=2)[CH2:26][CH2:25]1, predict the reactants needed to synthesize it. The reactants are: Br[C:2]1[CH:3]=[CH:4][C:5]2[CH2:12][CH2:11][O:10][CH2:9][CH2:8][N:7]([C:13]3[CH:18]=[C:17]([CH3:19])[C:16]4[O:20][CH2:21][O:22][C:15]=4[CH:14]=3)[C:6]=2[CH:23]=1.[CH:24]1(B(O)O)[CH2:26][CH2:25]1.[O-]P([O-])([O-])=O.[K+].[K+].[K+]. (3) The reactants are: [CH3:1][O:2][C:3](=[O:16])[C:4]1[CH:9]=[C:8]([C:10]([F:13])([F:12])[F:11])[C:7]([OH:14])=[C:6]([NH2:15])[CH:5]=1.[Cl:17][C:18]1[CH:19]=[CH:20][C:21]([O:28][CH3:29])=[C:22]([S:24](Cl)(=[O:26])=[O:25])[CH:23]=1. Given the product [CH3:1][O:2][C:3](=[O:16])[C:4]1[CH:9]=[C:8]([C:10]([F:13])([F:12])[F:11])[C:7]([OH:14])=[C:6]([NH:15][S:24]([C:22]2[CH:23]=[C:18]([Cl:17])[CH:19]=[CH:20][C:21]=2[O:28][CH3:29])(=[O:25])=[O:26])[CH:5]=1, predict the reactants needed to synthesize it. (4) The reactants are: [CH2:1]([O:3][C:4]([C:6]1([CH2:20][CH:21]=[CH2:22])[CH2:11][CH2:10][CH:9]([O:12][Si](C(C)(C)C)(C)C)[CH2:8][CH2:7]1)=[O:5])[CH3:2].OC1CCC(C)(C(OCC)=O)CC1. Given the product [CH2:1]([O:3][C:4]([C:6]1([CH2:20][CH:21]=[CH2:22])[CH2:7][CH2:8][CH:9]([OH:12])[CH2:10][CH2:11]1)=[O:5])[CH3:2], predict the reactants needed to synthesize it. (5) Given the product [Br:1][C:2]1[C:7]([C:8]([F:10])([F:11])[F:9])=[CH:6][C:5]([NH2:12])=[C:4]([N+:16]([O-:18])=[O:17])[CH:3]=1, predict the reactants needed to synthesize it. The reactants are: [Br:1][C:2]1[C:7]([C:8]([F:11])([F:10])[F:9])=[CH:6][C:5]([NH:12]C(=O)C)=[C:4]([N+:16]([O-:18])=[O:17])[CH:3]=1.[OH-].[Na+]. (6) Given the product [ClH:21].[ClH:21].[NH2:8][CH2:9][C@H:10]([N:15]1[CH2:20][CH2:19][CH2:18][CH2:17][CH2:16]1)[C:11]([O:13][CH3:14])=[O:12], predict the reactants needed to synthesize it. The reactants are: C(OC([NH:8][CH2:9][C@@H:10]([N:15]1[CH2:20][CH2:19][CH2:18][CH2:17][CH2:16]1)[C:11]([O:13][CH3:14])=[O:12])=O)(C)(C)C.[ClH:21]. (7) Given the product [CH2:14]([O:12][C:3]1[CH:4]=[CH:5][C:6]2[CH2:7][CH2:8][CH2:9][CH2:10][C:11]=2[C:2]=1[Br:1])[CH3:15], predict the reactants needed to synthesize it. The reactants are: [Br:1][C:2]1[C:11]2[CH2:10][CH2:9][CH2:8][CH2:7][C:6]=2[CH:5]=[CH:4][C:3]=1[OH:12].I[CH2:14][CH3:15]. (8) Given the product [Cl:2][P:1]([Cl:4])[O:14][C@@H:7]1[CH2:6][C@H:5]([CH3:15])[CH2:10][CH2:9][C@H:8]1[CH:11]([CH3:13])[CH3:12], predict the reactants needed to synthesize it. The reactants are: [P:1]([Cl:4])(Cl)[Cl:2].[CH:5]1([CH3:15])[CH2:10][CH2:9][CH:8]([CH:11]([CH3:13])[CH3:12])[CH:7]([OH:14])[CH2:6]1. (9) Given the product [Cl:15][C:5]1[CH:6]=[C:7]([N:9]2[CH2:14][CH2:13][O:12][CH2:11][CH2:10]2)[N:8]=[C:3]([CH2:2][C:17]#[N:21])[N:4]=1, predict the reactants needed to synthesize it. The reactants are: Br[CH2:2][C:3]1[N:8]=[C:7]([N:9]2[CH2:14][CH2:13][O:12][CH2:11][CH2:10]2)[CH:6]=[C:5]([Cl:15])[N:4]=1.[F-].[CH2:17]([N+:21](CCCC)(CCCC)CCCC)CCC.C1COCC1.C[Si](C#N)(C)C.N. (10) Given the product [CH2:1]([O:8][C:9]1[CH:10]=[C:11]2[C:16](=[CH:17][CH:18]=1)[C:15](=[O:19])[N:14]([CH2:20][CH:21]([CH3:23])[CH3:22])[C:13]([C:24]([O:26][CH3:27])=[O:25])=[C:12]2[O:28][S:38]([C:41]([F:44])([F:43])[F:42])(=[O:40])=[O:39])[C:2]1[CH:7]=[CH:6][CH:5]=[CH:4][CH:3]=1, predict the reactants needed to synthesize it. The reactants are: [CH2:1]([O:8][C:9]1[CH:10]=[C:11]2[C:16](=[CH:17][CH:18]=1)[C:15](=[O:19])[N:14]([CH2:20][CH:21]([CH3:23])[CH3:22])[C:13]([C:24]([O:26][CH3:27])=[O:25])=[C:12]2[OH:28])[C:2]1[CH:7]=[CH:6][CH:5]=[CH:4][CH:3]=1.[H-].[Na+].C1C=CC(N([S:38]([C:41]([F:44])([F:43])[F:42])(=[O:40])=[O:39])[S:38]([C:41]([F:44])([F:43])[F:42])(=[O:40])=[O:39])=CC=1.O.